From a dataset of Full USPTO retrosynthesis dataset with 1.9M reactions from patents (1976-2016). Predict the reactants needed to synthesize the given product. Given the product [CH3:24][C@H:21]1[CH2:22][CH2:23][C@@H:19]([C:16]2[NH:17][CH:18]=[C:14]([C:11]3[CH:12]=[CH:13][C:8]([C:5]4[CH:4]=[CH:3][C:2]([B:40]5[O:41][C:42]([CH3:47])([CH3:48])[C:43]([CH3:45])([CH3:46])[O:44]5)=[CH:7][CH:6]=4)=[CH:9][CH:10]=3)[N:15]=2)[N:20]1[C:25]([O:27][C:28]([CH3:29])([CH3:31])[CH3:30])=[O:26], predict the reactants needed to synthesize it. The reactants are: Br[C:2]1[CH:7]=[CH:6][C:5]([C:8]2[CH:13]=[CH:12][C:11]([C:14]3[N:15]=[C:16]([C@@H:19]4[CH2:23][CH2:22][C@H:21]([CH3:24])[N:20]4[C:25]([O:27][C:28]([CH3:31])([CH3:30])[CH3:29])=[O:26])[NH:17][CH:18]=3)=[CH:10][CH:9]=2)=[CH:4][CH:3]=1.[CH3:47][C:42]1([CH3:48])[C:43]([CH3:46])([CH3:45])[O:44][B:40]([B:40]2[O:44][C:43]([CH3:46])([CH3:45])[C:42]([CH3:48])([CH3:47])[O:41]2)[O:41]1.C(Cl)Cl.CC([O-])=O.[K+].